Dataset: Catalyst prediction with 721,799 reactions and 888 catalyst types from USPTO. Task: Predict which catalyst facilitates the given reaction. (1) Reactant: [Br:1][C:2]1[CH:7]=[CH:6][CH:5]=[CH:4][C:3]=1[OH:8].Br[CH2:10][C:11]1[CH:20]=[CH:19][C:14]([C:15]([O:17][CH3:18])=[O:16])=[CH:13][CH:12]=1.C([O-])([O-])=O.[K+].[K+].CC#N. Product: [Br:1][C:2]1[CH:7]=[CH:6][CH:5]=[CH:4][C:3]=1[O:8][CH2:10][C:11]1[CH:20]=[CH:19][C:14]([C:15]([O:17][CH3:18])=[O:16])=[CH:13][CH:12]=1. The catalyst class is: 25. (2) The catalyst class is: 2. Product: [OH:24][C:17]1[CH:18]=[CH:19][CH:20]=[C:21]2[C:16]=1[CH2:15][CH:14]([NH:13][C:9]1[N:8]=[C:7]([CH3:26])[C:6]([C:4]([OH:5])=[O:3])=[C:11]([CH3:12])[N:10]=1)[CH2:23][CH2:22]2. Reactant: C([O:3][C:4]([C:6]1[C:7]([CH3:26])=[N:8][C:9]([NH:13][CH:14]2[CH2:23][CH2:22][C:21]3[C:16](=[C:17]([O:24]C)[CH:18]=[CH:19][CH:20]=3)[CH2:15]2)=[N:10][C:11]=1[CH3:12])=[O:5])C.B(Br)(Br)Br.C(Cl)Cl.O[Li].O.